From a dataset of NCI-60 drug combinations with 297,098 pairs across 59 cell lines. Regression. Given two drug SMILES strings and cell line genomic features, predict the synergy score measuring deviation from expected non-interaction effect. (1) Drug 1: COC1=C2C(=CC3=C1OC=C3)C=CC(=O)O2. Drug 2: C1CN(P(=O)(OC1)NCCCl)CCCl. Cell line: U251. Synergy scores: CSS=-22.2, Synergy_ZIP=6.53, Synergy_Bliss=-4.41, Synergy_Loewe=-23.0, Synergy_HSA=-22.7. (2) Drug 1: CCC(=C(C1=CC=CC=C1)C2=CC=C(C=C2)OCCN(C)C)C3=CC=CC=C3.C(C(=O)O)C(CC(=O)O)(C(=O)O)O. Drug 2: C1=CC=C(C=C1)NC(=O)CCCCCCC(=O)NO. Cell line: LOX IMVI. Synergy scores: CSS=5.28, Synergy_ZIP=-1.04, Synergy_Bliss=6.11, Synergy_Loewe=-0.632, Synergy_HSA=2.64. (3) Synergy scores: CSS=28.9, Synergy_ZIP=-5.46, Synergy_Bliss=1.41, Synergy_Loewe=-0.219, Synergy_HSA=0.0397. Drug 1: CC1CCC2CC(C(=CC=CC=CC(CC(C(=O)C(C(C(=CC(C(=O)CC(OC(=O)C3CCCCN3C(=O)C(=O)C1(O2)O)C(C)CC4CCC(C(C4)OC)O)C)C)O)OC)C)C)C)OC. Drug 2: CCN(CC)CCCC(C)NC1=C2C=C(C=CC2=NC3=C1C=CC(=C3)Cl)OC. Cell line: HOP-92. (4) Drug 1: COC1=CC(=CC(=C1O)OC)C2C3C(COC3=O)C(C4=CC5=C(C=C24)OCO5)OC6C(C(C7C(O6)COC(O7)C8=CC=CS8)O)O. Drug 2: CC1=CC2C(CCC3(C2CCC3(C(=O)C)OC(=O)C)C)C4(C1=CC(=O)CC4)C. Cell line: RPMI-8226. Synergy scores: CSS=53.6, Synergy_ZIP=3.97, Synergy_Bliss=3.01, Synergy_Loewe=-38.7, Synergy_HSA=4.82.